This data is from Forward reaction prediction with 1.9M reactions from USPTO patents (1976-2016). The task is: Predict the product of the given reaction. (1) Given the reactants [Cl:1][C:2]1[CH:7]=[C:6]([NH2:8])[CH:5]=[C:4]([Cl:9])[C:3]=1[C:10]1[CH:15]=[CH:14][C:13]([F:16])=[CH:12][CH:11]=1.N1([C:22](N2C=CN=C2)=[S:23])C=CN=C1, predict the reaction product. The product is: [Cl:1][C:2]1[CH:7]=[C:6]([N:8]=[C:22]=[S:23])[CH:5]=[C:4]([Cl:9])[C:3]=1[C:10]1[CH:11]=[CH:12][C:13]([F:16])=[CH:14][CH:15]=1. (2) Given the reactants [C:1]([C:3]([NH:9][C:10]([C:12]1[CH:17]=[C:16]([O:18][CH2:19][C:20]([F:23])([F:22])[F:21])[C:15]([CH:24]2[CH2:26][CH2:25]2)=[CH:14][N:13]=1)=[O:11])([CH3:8])[CH2:4][CH:5]1[CH2:7][CH2:6]1)#[N:2].[Cl-].[NH4+].[N-:29]=[N+:30]=[N-:31].[Na+].N([O-])=O.[Na+].Cl, predict the reaction product. The product is: [CH:24]1([C:15]2[C:16]([O:18][CH2:19][C:20]([F:23])([F:21])[F:22])=[CH:17][C:12]([C:10]([NH:9][C:3]([CH3:8])([C:1]3[N:29]=[N:30][NH:31][N:2]=3)[CH2:4][CH:5]3[CH2:6][CH2:7]3)=[O:11])=[N:13][CH:14]=2)[CH2:25][CH2:26]1.